From a dataset of Catalyst prediction with 721,799 reactions and 888 catalyst types from USPTO. Predict which catalyst facilitates the given reaction. Reactant: [C:1]([C:5]1[N:9]([CH2:10][CH2:11][C:12]2[CH:17]=[CH:16][C:15]([F:18])=[CH:14][CH:13]=2)[C:8]([CH3:19])=[C:7]([C:20]([O:22][CH2:23][CH3:24])=[O:21])[C:6]=1[CH:25]=[O:26])([CH3:4])([CH3:3])[CH3:2].[BH4-].[Na+]. Product: [C:1]([C:5]1[N:9]([CH2:10][CH2:11][C:12]2[CH:17]=[CH:16][C:15]([F:18])=[CH:14][CH:13]=2)[C:8]([CH3:19])=[C:7]([C:20]([O:22][CH2:23][CH3:24])=[O:21])[C:6]=1[CH2:25][OH:26])([CH3:3])([CH3:2])[CH3:4]. The catalyst class is: 8.